From a dataset of Catalyst prediction with 721,799 reactions and 888 catalyst types from USPTO. Predict which catalyst facilitates the given reaction. The catalyst class is: 93. Reactant: [CH3:1][N:2](C)[C:3](Cl)=O.[CH2:7]([NH:15][C:16](=O)[CH3:17])[CH2:8][CH2:9][CH2:10][CH2:11][CH2:12][CH2:13]C.[OH-].[Na+].C(=O)([O-])[O-].[Ca+2]. Product: [CH3:1][N:2]([CH3:3])[C:16](=[N:15][CH2:7][CH2:8][CH2:9][CH2:10][CH2:11][CH2:12][CH3:13])[CH3:17].